From a dataset of Catalyst prediction with 721,799 reactions and 888 catalyst types from USPTO. Predict which catalyst facilitates the given reaction. (1) Reactant: [C:1]([O:5][C:6]([N:8]1[CH2:12][C@H:11]([S:13]([C:16]2[CH:21]=[CH:20][CH:19]=[CH:18][C:17]=2[Cl:22])(=[O:15])=[O:14])[CH2:10][C@H:9]1[C:23]([OH:25])=O)=[O:7])([CH3:4])([CH3:3])[CH3:2].Cl.[NH2:27][C:28]1([C:31]#[N:32])[CH2:30][CH2:29]1.CN(C(ON1N=NC2C=CC=NC1=2)=[N+](C)C)C.F[P-](F)(F)(F)(F)F.C(N(C(C)C)C(C)C)C. Product: [Cl:22][C:17]1[CH:18]=[CH:19][CH:20]=[CH:21][C:16]=1[S:13]([C@H:11]1[CH2:12][N:8]([C:6]([O:5][C:1]([CH3:4])([CH3:3])[CH3:2])=[O:7])[C@H:9]([C:23](=[O:25])[NH:27][C:28]2([C:31]#[N:32])[CH2:30][CH2:29]2)[CH2:10]1)(=[O:14])=[O:15]. The catalyst class is: 10. (2) Reactant: C([O:3][C:4]([C:6]1[NH:7][C:8]([CH2:12][CH2:13][C:14]([OH:16])=[O:15])=[CH:9][C:10]=1[CH3:11])=[O:5])C.[OH-].[Li+].Cl. Product: [C:14]([CH2:13][CH2:12][C:8]1[NH:7][C:6]([C:4]([OH:5])=[O:3])=[C:10]([CH3:11])[CH:9]=1)([OH:16])=[O:15]. The catalyst class is: 20. (3) Reactant: O1CCCC1.[CH2:6]([O:13][C:14]1[C:15]([O:25][CH3:26])=[CH:16][C:17](Br)=[C:18]([NH:20][C:21](=[S:23])[CH3:22])[CH:19]=1)[C:7]1[CH:12]=[CH:11][CH:10]=[CH:9][CH:8]=1.[H-].[Na+].[N+](C1C=CC(C=CC=O)=CC=1)([O-])=O. Product: [CH2:6]([O:13][C:14]1[C:15]([O:25][CH3:26])=[CH:16][C:17]2[S:23][C:21]([CH3:22])=[N:20][C:18]=2[CH:19]=1)[C:7]1[CH:12]=[CH:11][CH:10]=[CH:9][CH:8]=1. The catalyst class is: 6. (4) Product: [CH3:23][O:24][N:25]([CH3:26])[C:7](=[O:9])[CH2:6][CH2:5][C:4]([CH3:11])([CH3:10])[C:3]([O:2][CH3:1])=[O:12]. Reactant: [CH3:1][O:2][C:3](=[O:12])[C:4]([CH3:11])([CH3:10])[CH2:5][CH2:6][C:7]([OH:9])=O.C(Cl)(=O)C(Cl)=O.C(=O)=O.Cl.[CH3:23][O:24][NH:25][CH3:26].C(N(CC)CC)C. The catalyst class is: 59. (5) Reactant: FC(F)(F)C(O)=O.[F:8][C:9]1[CH:14]=[CH:13][C:12]([S:15]([C:18]([C:20]2[CH:25]=[CH:24][C:23]([I:26])=[CH:22][CH:21]=2)=[CH2:19])(=[O:17])=[O:16])=[CH:11][CH:10]=1.[CH2:27]([N:34]([CH2:38][Si](C)(C)C)[CH2:35]OC)[C:28]1[CH:33]=[CH:32][CH:31]=[CH:30][CH:29]=1. Product: [CH2:27]([N:34]1[CH2:38][CH2:19][C:18]([S:15]([C:12]2[CH:13]=[CH:14][C:9]([F:8])=[CH:10][CH:11]=2)(=[O:17])=[O:16])([C:20]2[CH:21]=[CH:22][C:23]([I:26])=[CH:24][CH:25]=2)[CH2:35]1)[C:28]1[CH:33]=[CH:32][CH:31]=[CH:30][CH:29]=1. The catalyst class is: 4. (6) Reactant: [C:1](=[O:4])([O-])[O-].[Cs+].[Cs+].O=[C:8]1[NH:17][CH:16]([C:18]2[CH:25]=[CH:24][C:21]([C:22]#[N:23])=[CH:20][CH:19]=2)[C:15]2[C:14](=[O:26])[CH2:13][CH2:12][CH2:11][C:10]=2[N:9]1[C:27]1[CH:32]=[CH:31][N:30]=[C:29]([C:33]([F:36])([F:35])[F:34])[CH:28]=1. Product: [CH3:8][N:17]1[CH:16]([C:18]2[CH:19]=[CH:20][C:21]([C:22]#[N:23])=[CH:24][CH:25]=2)[C:15]2[C:14](=[O:26])[CH2:13][CH2:12][CH2:11][C:10]=2[N:9]([C:27]2[CH:32]=[CH:31][N:30]=[C:29]([C:33]([F:35])([F:34])[F:36])[CH:28]=2)[C:1]1=[O:4]. The catalyst class is: 9. (7) Reactant: [OH:1][C:2]1[CH:3]=[C:4]([C:12]([O:14][CH3:15])=[O:13])[CH:5]=[C:6]([CH:11]=1)[C:7]([O:9][CH3:10])=[O:8].C(=O)([O-])[O-].[K+].[K+].[F:22][C:23]([F:37])([F:36])[C:24]([F:35])([F:34])[C:25]([F:33])([F:32])[O:26][C:27]([F:31])=[C:28]([F:30])[F:29]. Product: [F:30][C:28]([F:29])([O:1][C:2]1[CH:11]=[C:6]([C:7]([O:9][CH3:10])=[O:8])[CH:5]=[C:4]([CH:3]=1)[C:12]([O:14][CH3:15])=[O:13])[CH:27]([F:31])[O:26][C:25]([F:32])([F:33])[C:24]([F:34])([F:35])[C:23]([F:22])([F:36])[F:37]. The catalyst class is: 1. (8) Reactant: [NH2:1][C:2]1[N:10]=[C:9]2[C:5]([N:6]([CH3:15])[C:7](=[O:14])[N:8]2[CH2:11][CH2:12][OH:13])=[C:4](Cl)[N:3]=1.O.[NH2:18][NH2:19]. Product: [NH2:1][C:2]1[N:10]=[C:9]2[C:5]([N:6]([CH3:15])[C:7](=[O:14])[N:8]2[CH2:11][CH2:12][OH:13])=[C:4]([NH:18][NH2:19])[N:3]=1. The catalyst class is: 8.